Dataset: Reaction yield outcomes from USPTO patents with 853,638 reactions. Task: Predict the reaction yield, written as a fraction of the theoretical maximum amount of product (1.0 means a 100% yield; for example, 0.34 means a 34% yield). The reactants are [CH:1]([N:4]1[C:8]([C:9]2[S:10][C:11]3[CH2:12][CH2:13][O:14][C:15]4[CH:22]=[C:21]([CH:23]5[CH2:26][N:25]([C:27](=[O:35])[C:28]([NH:31]C(=O)O)([CH3:30])[CH3:29])[CH2:24]5)[CH:20]=[CH:19][C:16]=4[C:17]=3[N:18]=2)=[N:7][CH:6]=[N:5]1)([CH3:3])[CH3:2].C(O)(C(F)(F)F)=O. The catalyst is C(Cl)Cl. The product is [NH2:31][C:28]([CH3:30])([CH3:29])[C:27]([N:25]1[CH2:24][CH:23]([C:21]2[CH:20]=[CH:19][C:16]3[C:17]4[N:18]=[C:9]([C:8]5[N:4]([CH:1]([CH3:3])[CH3:2])[N:5]=[CH:6][N:7]=5)[S:10][C:11]=4[CH2:12][CH2:13][O:14][C:15]=3[CH:22]=2)[CH2:26]1)=[O:35]. The yield is 0.710.